From a dataset of Full USPTO retrosynthesis dataset with 1.9M reactions from patents (1976-2016). Predict the reactants needed to synthesize the given product. (1) Given the product [C:26]([C:23]1[CH:22]=[C:21]([CH:9]2[C:10]3[N:16]4[N:17]=[C:18]([CH3:20])[S:19][C:15]4=[N:14][C:11]=3[CH2:12][CH2:13][N:8]2[C:6]([O:5][C:1]([CH3:3])([CH3:4])[CH3:2])=[O:7])[S:25][CH:24]=1)(=[O:28])[NH2:29], predict the reactants needed to synthesize it. The reactants are: [C:1]([O:5][C:6]([N:8]1[CH2:13][CH2:12][C:11]2[N:14]=[C:15]3[S:19][C:18]([CH3:20])=[N:17][N:16]3[C:10]=2[CH:9]1[C:21]1[S:25][CH:24]=[C:23]([C:26]([OH:28])=O)[CH:22]=1)=[O:7])([CH3:4])([CH3:3])[CH3:2].[NH3:29]. (2) Given the product [C:1]([C:4]1[CH:5]=[C:6]([Br:18])[CH:7]=[CH:8][C:9]=1[N+:10]([O-:12])=[O:11])(=[O:3])[CH3:2], predict the reactants needed to synthesize it. The reactants are: [C:1]([C:4]1[CH:5]=[C:6](N)[CH:7]=[CH:8][C:9]=1[N+:10]([O-:12])=[O:11])(=[O:3])[CH3:2].N([O-])=O.[Na+].[BrH:18].O. (3) The reactants are: Cl[C:2]1[N:3]=[C:4]([N:23]2[CH2:28][CH2:27][O:26][CH2:25][CH2:24]2)[C:5]2[CH2:10][C:9]([CH2:13][N:14]3[CH2:19][CH2:18][N:17]([CH:20]4[CH2:22][CH2:21]4)[CH2:16][CH2:15]3)(C=O)[S:8][C:6]=2[N:7]=1.CC1(C)C(C)(C)OB([C:37]2[CH:45]=[C:44]([C:46]#[N:47])[CH:43]=[C:42]3[C:38]=2[CH:39]=[CH:40][NH:41]3)O1.C(=O)([O-])[O-].[Na+].[Na+]. Given the product [CH:20]1([N:17]2[CH2:16][CH2:15][N:14]([CH2:13][C:9]3[S:8][C:6]4[N:7]=[C:2]([C:37]5[CH:45]=[C:44]([C:46]#[N:47])[CH:43]=[C:42]6[C:38]=5[CH:39]=[CH:40][NH:41]6)[N:3]=[C:4]([N:23]5[CH2:24][CH2:25][O:26][CH2:27][CH2:28]5)[C:5]=4[CH:10]=3)[CH2:19][CH2:18]2)[CH2:22][CH2:21]1, predict the reactants needed to synthesize it. (4) The reactants are: [F:1][C:2]1[CH:7]=[CH:6][C:5]([C:8]2[CH:12]=[C:11]([NH2:13])[N:10]([C:14]3[CH:19]=[CH:18][CH:17]=[CH:16][C:15]=3[CH3:20])[N:9]=2)=[CH:4][CH:3]=1.I[C:22]1[CH:30]=[CH:29][CH:28]=[CH:27][C:23]=1[C:24]([OH:26])=[O:25].C(=O)([O-])[O-].[K+].[K+].C(O)(=O)C. Given the product [F:1][C:2]1[CH:3]=[CH:4][C:5]([C:8]2[CH:12]=[C:11]([NH:13][C:22]3[CH:30]=[CH:29][CH:28]=[CH:27][C:23]=3[C:24]([OH:26])=[O:25])[N:10]([C:14]3[CH:19]=[CH:18][CH:17]=[CH:16][C:15]=3[CH3:20])[N:9]=2)=[CH:6][CH:7]=1, predict the reactants needed to synthesize it.